From a dataset of Reaction yield outcomes from USPTO patents with 853,638 reactions. Predict the reaction yield, written as a fraction of the theoretical maximum amount of product (1.0 means a 100% yield; for example, 0.34 means a 34% yield). (1) The reactants are [F-:1].[Cs+].FC1C=CC([CH:10]2[C:15]3([CH2:28][C:29]4C=CC=CN=4)[C:16]4[CH:24]=[C:23]5[C:19]([NH:20][N:21]=[CH:22]5)=[CH:18][C:17]=4[CH2:25][CH2:26][CH2:27][C:14]3=[CH:13][C:12](=[O:35])[CH2:11]2)=CC=1.C[Si](C)(C)[C:38]([F:41])([F:40])[F:39].[CH3:44][CH2:45][CH2:46][CH2:47][N+]([CH2:57][CH2:58][CH2:59][CH3:60])([CH2:57][CH2:58][CH2:59][CH3:60])[CH2:44][CH2:45][CH2:46][CH3:47].[F-].CCO[C:65]([CH3:67])=O. The catalyst is O.COCCOC. The product is [CH2:28]([C@:15]12[CH2:10][CH2:11][C@:12]([C:38]([F:41])([F:40])[F:39])([OH:35])[CH:13]=[C:14]1[CH2:27][CH2:26][CH2:25][C:17]1[C:16]2=[CH:24][C:23]2[CH:22]=[N:21][N:20]([C:57]3[CH:58]=[CH:59][C:60]([F:1])=[CH:67][CH:65]=3)[C:19]=2[CH:18]=1)[CH3:29].[CH2:28]([C@@:15]12[CH2:10][CH2:11][C@@:12]([C:38]([F:41])([F:40])[F:39])([OH:35])[CH:13]=[C:14]1[CH2:27][CH2:26][CH2:25][C:17]1[C:16]2=[CH:24][C:23]2[CH:22]=[N:21][N:20]([C:67]3[CH:65]=[CH:47][C:46]([F:1])=[CH:45][CH:44]=3)[C:19]=2[CH:18]=1)[CH3:29]. The yield is 0.770. (2) The catalyst is O.[Pd]. The reactants are [Si:1]([O:8][CH2:9][C:10]([CH3:29])([O:12][C:13]1[CH:18]=[CH:17][C:16]([N+:19]([O-])=O)=[CH:15][C:14]=1[N:22]1[C:26](=[O:27])[N:25]([CH3:28])[N:24]=[N:23]1)[CH3:11])([C:4]([CH3:7])([CH3:6])[CH3:5])([CH3:3])[CH3:2].CCO.CC1C=C2N=C3C(=NC(NC3=O)=O)N(C[C@H](O)[C@H](O)[C@H](O)CO)C2=CC=1C. The product is [NH2:19][C:16]1[CH:17]=[CH:18][C:13]([O:12][C:10]([CH3:29])([CH3:11])[CH2:9][O:8][Si:1]([C:4]([CH3:7])([CH3:6])[CH3:5])([CH3:3])[CH3:2])=[C:14]([N:22]2[C:26](=[O:27])[N:25]([CH3:28])[N:24]=[N:23]2)[CH:15]=1. The yield is 0.960. (3) The reactants are [NH:1]1[CH2:6][CH2:5][CH:4]([C:7]2[CH:15]=[CH:14][C:10]([C:11]([OH:13])=[O:12])=[CH:9][CH:8]=2)[CH2:3][CH2:2]1.C=O.[BH3-][C:19]#N.[Na+].Cl. The catalyst is CO. The product is [CH3:19][N:1]1[CH2:6][CH2:5][CH:4]([C:7]2[CH:15]=[CH:14][C:10]([C:11]([OH:13])=[O:12])=[CH:9][CH:8]=2)[CH2:3][CH2:2]1. The yield is 0.610. (4) The reactants are [Cl:1][C:2]1[CH:7]=[CH:6][C:5]([C@@H:8]2[CH2:13][CH2:12][N:11]([C:14]([O:16][C:17]([CH3:20])([CH3:19])[CH3:18])=[O:15])[CH2:10][C@H:9]2[CH2:21][O:22][C:23]2[CH:28]=[C:27]([F:29])[C:26]([S:30](=[O:33])(=[O:32])[NH2:31])=[CH:25][C:24]=2[F:34])=[CH:4][CH:3]=1.[N:35]([CH:38]([CH3:40])[CH3:39])=[C:36]=[O:37]. The catalyst is CN(C)C=O.C(OCC)(=O)C.[Cu]Cl. The product is [Cl:1][C:2]1[CH:7]=[CH:6][C:5]([C@@H:8]2[CH2:13][CH2:12][N:11]([C:14]([O:16][C:17]([CH3:18])([CH3:20])[CH3:19])=[O:15])[CH2:10][C@H:9]2[CH2:21][O:22][C:23]2[CH:28]=[C:27]([F:29])[C:26]([S:30](=[O:33])(=[O:32])[NH:31][C:36](=[O:37])[NH:35][CH:38]([CH3:40])[CH3:39])=[CH:25][C:24]=2[F:34])=[CH:4][CH:3]=1. The yield is 0.580. (5) The reactants are [NH2:1][C@@H:2]([C:6]([OH:8])=[O:7])[C@@H:3]([CH3:5])[OH:4].C([O-])([O-])=O.[K+].[K+].[Cl:15][C:16]1[CH:23]=[C:22](F)[CH:21]=[CH:20][C:17]=1[C:18]#[N:19]. The catalyst is CS(C)=O. The product is [Cl:15][C:16]1[CH:23]=[C:22]([NH:1][C@H:2]([C@H:3]([OH:4])[CH3:5])[C:6]([OH:8])=[O:7])[CH:21]=[CH:20][C:17]=1[C:18]#[N:19]. The yield is 1.00. (6) The reactants are I[C:2]1[CH:13]=[C:12]2[C:8]([CH:9]=[CH:10][N:11]2[CH3:14])=[C:7]2[C:3]=1[C:4](=[O:16])[NH:5][C:6]2=[O:15].[CH3:17][S:18][C:19]1[CH:24]=[CH:23][CH:22]=[CH:21][C:20]=1B(O)O. No catalyst specified. The product is [CH3:14][N:11]1[CH:10]=[CH:9][C:8]2[C:12]1=[CH:13][C:2]([C:20]1[CH:21]=[CH:22][CH:23]=[CH:24][C:19]=1[S:18][CH3:17])=[C:3]1[C:7]=2[C:6](=[O:15])[NH:5][C:4]1=[O:16]. The yield is 0.540. (7) No catalyst specified. The product is [NH2:22][C@@:21]([C:16]1[CH:15]=[CH:14][C:13]2[C:18](=[CH:19][CH:20]=[C:11]([O:10][CH:7]3[CH2:6][CH2:5][CH:4]([CH:1]([CH3:3])[CH3:2])[CH2:9][CH2:8]3)[CH:12]=2)[CH:17]=1)([CH3:27])[CH2:25][OH:24]. The yield is 0.300. The reactants are [CH:1]([CH:4]1[CH2:9][CH2:8][CH:7]([O:10][C:11]2[CH:12]=[C:13]3[C:18](=[CH:19][CH:20]=2)[CH:17]=[C:16]([C@:21]2([CH3:27])[CH2:25][O:24]C(=O)[NH:22]2)[CH:15]=[CH:14]3)[CH2:6][CH2:5]1)([CH3:3])[CH3:2].C(O)C.O.[OH-].[Li+].O.